Dataset: NCI-60 drug combinations with 297,098 pairs across 59 cell lines. Task: Regression. Given two drug SMILES strings and cell line genomic features, predict the synergy score measuring deviation from expected non-interaction effect. (1) Drug 1: CC(C1=C(C=CC(=C1Cl)F)Cl)OC2=C(N=CC(=C2)C3=CN(N=C3)C4CCNCC4)N. Drug 2: CS(=O)(=O)C1=CC(=C(C=C1)C(=O)NC2=CC(=C(C=C2)Cl)C3=CC=CC=N3)Cl. Cell line: IGROV1. Synergy scores: CSS=5.76, Synergy_ZIP=-1.11, Synergy_Bliss=3.22, Synergy_Loewe=0.544, Synergy_HSA=2.27. (2) Drug 1: CS(=O)(=O)C1=CC(=C(C=C1)C(=O)NC2=CC(=C(C=C2)Cl)C3=CC=CC=N3)Cl. Drug 2: COC1=NC(=NC2=C1N=CN2C3C(C(C(O3)CO)O)O)N. Cell line: SNB-75. Synergy scores: CSS=-2.76, Synergy_ZIP=0.717, Synergy_Bliss=-0.752, Synergy_Loewe=-2.99, Synergy_HSA=-2.92. (3) Drug 1: CN1C2=C(C=C(C=C2)N(CCCl)CCCl)N=C1CCCC(=O)O.Cl. Drug 2: C1CCC(C(C1)N)N.C(=O)(C(=O)[O-])[O-].[Pt+4]. Cell line: UACC-257. Synergy scores: CSS=13.7, Synergy_ZIP=-2.72, Synergy_Bliss=0.948, Synergy_Loewe=-0.279, Synergy_HSA=1.01. (4) Drug 1: C1=CC(=CC=C1C#N)C(C2=CC=C(C=C2)C#N)N3C=NC=N3. Drug 2: CC1C(C(CC(O1)OC2CC(OC(C2O)C)OC3=CC4=CC5=C(C(=O)C(C(C5)C(C(=O)C(C(C)O)O)OC)OC6CC(C(C(O6)C)O)OC7CC(C(C(O7)C)O)OC8CC(C(C(O8)C)O)(C)O)C(=C4C(=C3C)O)O)O)O. Cell line: HT29. Synergy scores: CSS=40.7, Synergy_ZIP=1.50, Synergy_Bliss=-0.852, Synergy_Loewe=-6.41, Synergy_HSA=-2.11.